Dataset: Reaction yield outcomes from USPTO patents with 853,638 reactions. Task: Predict the reaction yield, written as a fraction of the theoretical maximum amount of product (1.0 means a 100% yield; for example, 0.34 means a 34% yield). (1) The reactants are C[O:2][C:3]1[CH:4]=[C:5]([CH2:10][C:11]#[N:12])[CH:6]=[CH:7][C:8]=1[CH3:9].B(Br)(Br)Br. The catalyst is C(Cl)Cl. The product is [OH:2][C:3]1[CH:4]=[C:5]([CH2:10][C:11]#[N:12])[CH:6]=[CH:7][C:8]=1[CH3:9]. The yield is 0.930. (2) The reactants are [N:1]([CH2:4][C@:5]1([CH3:22])[O:10][C:9]2[C:11]([C:15]3[CH:20]=[CH:19][CH:18]=[C:17]([Cl:21])[CH:16]=3)=[CH:12][CH:13]=[CH:14][C:8]=2[O:7][CH2:6]1)=[N+]=[N-].C1(P(C2C=CC=CC=2)C2C=CC=CC=2)C=CC=CC=1. No catalyst specified. The product is [Cl:21][C:17]1[CH:16]=[C:15]([C:11]2[C:9]3[O:10][C@:5]([CH2:4][NH2:1])([CH3:22])[CH2:6][O:7][C:8]=3[CH:14]=[CH:13][CH:12]=2)[CH:20]=[CH:19][CH:18]=1. The yield is 0.830. (3) The reactants are COC([C:5]1([C:18]2[C:27]3[C:22](=[CH:23][C:24]([F:29])=[C:25]([F:28])[CH:26]=3)[N:21]=[CH:20][N:19]=2)[CH2:10][CH2:9][N:8]([C:11]([O:13][C:14]([CH3:17])([CH3:16])[CH3:15])=[O:12])[CH2:7][CH2:6]1)=O.[Li+].[Cl-].O.[Na+].[Cl-]. The product is [C:14]([O:13][C:11]([N:8]1[CH2:9][CH2:10][CH:5]([C:18]2[C:27]3[C:22](=[CH:23][C:24]([F:29])=[C:25]([F:28])[CH:26]=3)[N:21]=[CH:20][N:19]=2)[CH2:6][CH2:7]1)=[O:12])([CH3:17])([CH3:15])[CH3:16]. The catalyst is CS(C)=O. The yield is 0.390. (4) The product is [CH2:15]([O:14][C:13]1[C:9]([O:8][CH2:1][C:2]2[CH:7]=[CH:6][CH:5]=[CH:4][CH:3]=2)=[C:10]([C:33]#[N:35])[N:11]([C:25]2[CH:30]=[CH:29][C:28]([O:31][CH3:32])=[CH:27][CH:26]=2)[C:12]=1[C:22]#[N:24])[C:16]1[CH:21]=[CH:20][CH:19]=[CH:18][CH:17]=1. The catalyst is C(Cl)Cl. The reactants are [CH2:1]([O:8][C:9]1[C:13]([O:14][CH2:15][C:16]2[CH:21]=[CH:20][CH:19]=[CH:18][CH:17]=2)=[C:12]([C:22]([NH2:24])=O)[N:11]([C:25]2[CH:30]=[CH:29][C:28]([O:31][CH3:32])=[CH:27][CH:26]=2)[C:10]=1[C:33]([NH2:35])=O)[C:2]1[CH:7]=[CH:6][CH:5]=[CH:4][CH:3]=1.[Cl-].[NH4+].C(N(CC)CC)C.FC(F)(F)C(OC(=O)C(F)(F)F)=O. The yield is 0.970. (5) The reactants are C(OC([N:8]1[CH2:13][CH2:12][CH:11]([OH:14])[CH2:10][CH2:9]1)=O)(C)(C)C.[Cl:15][C:16]1[CH:29]=[CH:28][C:19]([O:20][C:21]2[CH:26]=[CH:25][C:24](O)=[CH:23][CH:22]=2)=[CH:18][CH:17]=1.C1(P(C2C=CC=CC=2)C2C=CC=CC=2)C=CC=CC=1.CC(OC(/N=N/C(OC(C)C)=O)=O)C. The catalyst is C1COCC1. The product is [Cl:15][C:16]1[CH:29]=[CH:28][C:19]([O:20][C:21]2[CH:26]=[CH:25][C:24]([O:14][CH:11]3[CH2:10][CH2:9][NH:8][CH2:13][CH2:12]3)=[CH:23][CH:22]=2)=[CH:18][CH:17]=1. The yield is 1.00.